From a dataset of Forward reaction prediction with 1.9M reactions from USPTO patents (1976-2016). Predict the product of the given reaction. (1) Given the reactants Cl[CH2:2][C:3]([N:5]([CH3:7])[CH3:6])=[O:4].[F:8][C:9]1[CH:10]=[C:11]([C:17]2[N:18]=[C:19]([CH3:35])[C:20]3[C:25]4([CH2:27][CH2:26]4)[CH2:24][N:23]([C:28]4[CH:29]=[C:30]([OH:34])[CH:31]=[CH:32][CH:33]=4)[C:21]=3[N:22]=2)[CH:12]=[CH:13][C:14]=1[O:15][CH3:16].C(=O)([O-])[O-].[K+].[K+], predict the reaction product. The product is: [F:8][C:9]1[CH:10]=[C:11]([C:17]2[N:18]=[C:19]([CH3:35])[C:20]3[C:25]4([CH2:27][CH2:26]4)[CH2:24][N:23]([C:28]4[CH:29]=[C:30]([CH:31]=[CH:32][CH:33]=4)[O:34][CH2:2][C:3]([N:5]([CH3:7])[CH3:6])=[O:4])[C:21]=3[N:22]=2)[CH:12]=[CH:13][C:14]=1[O:15][CH3:16]. (2) The product is: [Br:20][C:15]1[CH:14]=[C:13]([CH:18]=[CH:17][C:16]=1[NH:19][C:26](=[O:27])[CH2:25][CH:24]([CH3:29])[CH3:23])[O:12][C:8]1[C:7]([Cl:21])=[CH:6][C:5]([CH2:4][C:3]([O:2][CH3:1])=[O:22])=[CH:10][C:9]=1[Cl:11]. Given the reactants [CH3:1][O:2][C:3](=[O:22])[CH2:4][C:5]1[CH:10]=[C:9]([Cl:11])[C:8]([O:12][C:13]2[CH:18]=[CH:17][C:16]([NH2:19])=[C:15]([Br:20])[CH:14]=2)=[C:7]([Cl:21])[CH:6]=1.[CH3:23][CH:24]([CH3:29])[CH2:25][C:26](Cl)=[O:27].C(N(CC)CC)C, predict the reaction product.